From a dataset of NCI-60 drug combinations with 297,098 pairs across 59 cell lines. Regression. Given two drug SMILES strings and cell line genomic features, predict the synergy score measuring deviation from expected non-interaction effect. Drug 2: CCC1(C2=C(COC1=O)C(=O)N3CC4=CC5=C(C=CC(=C5CN(C)C)O)N=C4C3=C2)O.Cl. Synergy scores: CSS=27.3, Synergy_ZIP=-5.58, Synergy_Bliss=-0.402, Synergy_Loewe=4.13, Synergy_HSA=4.66. Drug 1: CCN(CC)CCCC(C)NC1=C2C=C(C=CC2=NC3=C1C=CC(=C3)Cl)OC. Cell line: PC-3.